This data is from CYP2C19 inhibition data for predicting drug metabolism from PubChem BioAssay. The task is: Regression/Classification. Given a drug SMILES string, predict its absorption, distribution, metabolism, or excretion properties. Task type varies by dataset: regression for continuous measurements (e.g., permeability, clearance, half-life) or binary classification for categorical outcomes (e.g., BBB penetration, CYP inhibition). Dataset: cyp2c19_veith. The drug is CN(C)c1ccc(/C=C2/C(=O)Nc3ccccc32)cc1. The result is 0 (non-inhibitor).